Dataset: NCI-60 drug combinations with 297,098 pairs across 59 cell lines. Task: Regression. Given two drug SMILES strings and cell line genomic features, predict the synergy score measuring deviation from expected non-interaction effect. Drug 1: COC1=C(C=C2C(=C1)N=CN=C2NC3=CC(=C(C=C3)F)Cl)OCCCN4CCOCC4. Drug 2: CC1=C(C=C(C=C1)NC(=O)C2=CC=C(C=C2)CN3CCN(CC3)C)NC4=NC=CC(=N4)C5=CN=CC=C5. Cell line: SNB-75. Synergy scores: CSS=26.1, Synergy_ZIP=-0.962, Synergy_Bliss=3.65, Synergy_Loewe=-1.68, Synergy_HSA=3.77.